This data is from NCI-60 drug combinations with 297,098 pairs across 59 cell lines. The task is: Regression. Given two drug SMILES strings and cell line genomic features, predict the synergy score measuring deviation from expected non-interaction effect. Drug 1: CN1C(=O)N2C=NC(=C2N=N1)C(=O)N. Drug 2: CC1=C(C=C(C=C1)C(=O)NC2=CC(=CC(=C2)C(F)(F)F)N3C=C(N=C3)C)NC4=NC=CC(=N4)C5=CN=CC=C5. Cell line: HOP-92. Synergy scores: CSS=-8.05, Synergy_ZIP=2.31, Synergy_Bliss=-3.25, Synergy_Loewe=-8.05, Synergy_HSA=-8.96.